This data is from Catalyst prediction with 721,799 reactions and 888 catalyst types from USPTO. The task is: Predict which catalyst facilitates the given reaction. Reactant: F[C:2]1[CH:7]=[C:6]([C:8]2[CH:9]=[N:10][C:11]([O:26][CH3:27])=[C:12]([NH:14][CH:15]3[CH2:18][N:17]([C:19]([O:21][C:22]([CH3:25])([CH3:24])[CH3:23])=[O:20])[CH2:16]3)[CH:13]=2)[CH:5]=[CH:4][N:3]=1.[CH3:28][NH2:29].CO. Product: [CH3:27][O:26][C:11]1[N:10]=[CH:9][C:8]([C:6]2[CH:5]=[CH:4][N:3]=[C:2]([NH:29][CH3:28])[CH:7]=2)=[CH:13][C:12]=1[NH:14][CH:15]1[CH2:18][N:17]([C:19]([O:21][C:22]([CH3:25])([CH3:24])[CH3:23])=[O:20])[CH2:16]1. The catalyst class is: 37.